Dataset: NCI-60 drug combinations with 297,098 pairs across 59 cell lines. Task: Regression. Given two drug SMILES strings and cell line genomic features, predict the synergy score measuring deviation from expected non-interaction effect. (1) Drug 1: CS(=O)(=O)C1=CC(=C(C=C1)C(=O)NC2=CC(=C(C=C2)Cl)C3=CC=CC=N3)Cl. Drug 2: C1C(C(OC1N2C=C(C(=O)NC2=O)F)CO)O. Cell line: HOP-62. Synergy scores: CSS=52.2, Synergy_ZIP=10.2, Synergy_Bliss=9.56, Synergy_Loewe=-8.57, Synergy_HSA=9.67. (2) Drug 2: C1=NC2=C(N1)C(=S)N=C(N2)N. Cell line: IGROV1. Synergy scores: CSS=58.8, Synergy_ZIP=-4.59, Synergy_Bliss=-3.33, Synergy_Loewe=-1.03, Synergy_HSA=2.60. Drug 1: COC1=C(C=C2C(=C1)N=CN=C2NC3=CC(=C(C=C3)F)Cl)OCCCN4CCOCC4. (3) Drug 2: CCC1=CC2CC(C3=C(CN(C2)C1)C4=CC=CC=C4N3)(C5=C(C=C6C(=C5)C78CCN9C7C(C=CC9)(C(C(C8N6C)(C(=O)OC)O)OC(=O)C)CC)OC)C(=O)OC.C(C(C(=O)O)O)(C(=O)O)O. Cell line: OVCAR3. Synergy scores: CSS=53.1, Synergy_ZIP=-0.603, Synergy_Bliss=-0.190, Synergy_Loewe=-51.1, Synergy_HSA=1.08. Drug 1: C1CC(=O)NC(=O)C1N2CC3=C(C2=O)C=CC=C3N. (4) Drug 1: CC1=C2C(C(=O)C3(C(CC4C(C3C(C(C2(C)C)(CC1OC(=O)C(C(C5=CC=CC=C5)NC(=O)OC(C)(C)C)O)O)OC(=O)C6=CC=CC=C6)(CO4)OC(=O)C)OC)C)OC. Drug 2: CS(=O)(=O)C1=CC(=C(C=C1)C(=O)NC2=CC(=C(C=C2)Cl)C3=CC=CC=N3)Cl. Cell line: ACHN. Synergy scores: CSS=44.8, Synergy_ZIP=7.02, Synergy_Bliss=8.08, Synergy_Loewe=-17.3, Synergy_HSA=6.93. (5) Drug 1: CC1=C(C=C(C=C1)C(=O)NC2=CC(=CC(=C2)C(F)(F)F)N3C=C(N=C3)C)NC4=NC=CC(=N4)C5=CN=CC=C5. Drug 2: CCCCC(=O)OCC(=O)C1(CC(C2=C(C1)C(=C3C(=C2O)C(=O)C4=C(C3=O)C=CC=C4OC)O)OC5CC(C(C(O5)C)O)NC(=O)C(F)(F)F)O. Cell line: NCI-H322M. Synergy scores: CSS=9.99, Synergy_ZIP=-2.71, Synergy_Bliss=-0.259, Synergy_Loewe=2.01, Synergy_HSA=1.67.